Dataset: Full USPTO retrosynthesis dataset with 1.9M reactions from patents (1976-2016). Task: Predict the reactants needed to synthesize the given product. (1) Given the product [CH3:1][C:2]1[N:3]=[C:4]2[C:9]([C:10]([F:13])([F:11])[F:12])=[CH:8][CH:7]=[CH:6][N:5]2[C:14]=1[C:15]1[CH:20]=[CH:19][CH:18]=[C:17]([O:21][C:23]2[CH:28]=[CH:27][CH:26]=[C:25]([S:29]([CH3:32])(=[O:31])=[O:30])[CH:24]=2)[CH:16]=1, predict the reactants needed to synthesize it. The reactants are: [CH3:1][C:2]1[N:3]=[C:4]2[C:9]([C:10]([F:13])([F:12])[F:11])=[CH:8][CH:7]=[CH:6][N:5]2[C:14]=1[C:15]1[CH:16]=[C:17]([OH:21])[CH:18]=[CH:19][CH:20]=1.F[C:23]1[CH:28]=[CH:27][CH:26]=[C:25]([S:29]([CH3:32])(=[O:31])=[O:30])[CH:24]=1.C(=O)([O-])[O-].[K+].[K+]. (2) The reactants are: [Br:1][C:2]1[CH:3]=[CH:4][C:5]([Cl:11])=[C:6]([CH:10]=1)[C:7](O)=O.[C:12]1([O:18][CH3:19])[CH:17]=[CH:16][CH:15]=[CH:14][CH:13]=1. Given the product [Br:1][C:2]1[CH:3]=[CH:4][C:5]([Cl:11])=[C:6]([CH2:7][C:15]2[CH:16]=[CH:17][C:12]([O:18][CH3:19])=[CH:13][CH:14]=2)[CH:10]=1, predict the reactants needed to synthesize it. (3) Given the product [NH3:5].[Cl:21][C:22]1[CH:29]=[CH:28][C:25]([CH2:26][O:1][C:2]2[CH:7]=[CH:6][N:5]([C:8]3[CH:9]=[N:10][C:11]([N:14]4[CH2:18][CH2:17][C@@H:16]([OH:19])[CH2:15]4)=[CH:12][CH:13]=3)[C:4](=[O:20])[CH:3]=2)=[CH:24][CH:23]=1, predict the reactants needed to synthesize it. The reactants are: [OH:1][C:2]1[CH:7]=[CH:6][N:5]([C:8]2[CH:9]=[N:10][C:11]([N:14]3[CH2:18][CH2:17][C@@H:16]([OH:19])[CH2:15]3)=[CH:12][CH:13]=2)[C:4](=[O:20])[CH:3]=1.[Cl:21][C:22]1[CH:29]=[CH:28][C:25]([CH2:26]Br)=[CH:24][CH:23]=1.C(=O)([O-])[O-].[Cs+].[Cs+]. (4) The reactants are: CC1C=CC(S(O[CH2:12][CH2:13][CH2:14][CH2:15][C:16]2[C:24]3[C:19](=[CH:20][CH:21]=[C:22]([C:25]#[N:26])[CH:23]=3)[NH:18][CH:17]=2)(=O)=O)=CC=1.[CH3:27][CH:28]1[NH:33][CH2:32][CH2:31][N:30]([C:34]2[N:39]=[C:38]([C:40]([NH2:42])=[O:41])[CH:37]=[CH:36][N:35]=2)[CH2:29]1.C(=O)([O-])[O-].[K+].[K+].[I-].[K+]. Given the product [C:25]([C:22]1[CH:23]=[C:24]2[C:19](=[CH:20][CH:21]=1)[NH:18][CH:17]=[C:16]2[CH2:15][CH2:14][CH2:13][CH2:12][N:33]1[CH2:32][CH2:31][N:30]([C:34]2[N:39]=[C:38]([C:40]([NH2:42])=[O:41])[CH:37]=[CH:36][N:35]=2)[CH2:29][CH:28]1[CH3:27])#[N:26], predict the reactants needed to synthesize it. (5) Given the product [CH3:1][N:2]1[C:7](=[O:8])[C:6]2[C:9]([S:24][C:25]3[N:29]=[CH:28][NH:27][N:26]=3)=[C:10]([CH2:12][C:13]3[CH:18]=[CH:17][CH:16]=[CH:15][C:14]=3[C:19]([F:22])([F:20])[F:21])[S:11][C:5]=2[N:4]([CH2:30][CH:31]([CH3:32])[CH3:33])[C:3]1=[O:34], predict the reactants needed to synthesize it. The reactants are: [CH3:1][N:2]1[C:7](=[O:8])[C:6]2[C:9]([S:24][C:25]3[N:29]=[CH:28][NH:27][N:26]=3)=[C:10]([C:12](=O)[C:13]3[CH:18]=[CH:17][CH:16]=[CH:15][C:14]=3[C:19]([F:22])([F:21])[F:20])[S:11][C:5]=2[N:4]([CH2:30][CH:31]([CH3:33])[CH3:32])[C:3]1=[O:34].Cl.